Dataset: NCI-60 drug combinations with 297,098 pairs across 59 cell lines. Task: Regression. Given two drug SMILES strings and cell line genomic features, predict the synergy score measuring deviation from expected non-interaction effect. (1) Drug 1: CC1=C(C(CCC1)(C)C)C=CC(=CC=CC(=CC(=O)O)C)C. Drug 2: C#CCC(CC1=CN=C2C(=N1)C(=NC(=N2)N)N)C3=CC=C(C=C3)C(=O)NC(CCC(=O)O)C(=O)O. Cell line: LOX IMVI. Synergy scores: CSS=54.3, Synergy_ZIP=2.64, Synergy_Bliss=-3.97, Synergy_Loewe=-2.34, Synergy_HSA=-0.787. (2) Drug 1: C1CN1C2=NC(=NC(=N2)N3CC3)N4CC4. Drug 2: CN1C2=C(C=C(C=C2)N(CCCl)CCCl)N=C1CCCC(=O)O.Cl. Cell line: COLO 205. Synergy scores: CSS=23.0, Synergy_ZIP=-5.81, Synergy_Bliss=-1.03, Synergy_Loewe=-27.9, Synergy_HSA=-5.37.